Dataset: Catalyst prediction with 721,799 reactions and 888 catalyst types from USPTO. Task: Predict which catalyst facilitates the given reaction. (1) Reactant: C[Sn](C)C.C[Sn](C)C.Br[C:10]1[CH:15]=[CH:14][C:13]([CH2:16][CH2:17][C:18]2[N:19]([CH3:29])[C:20]([CH2:23][C:24]([CH3:28])([CH3:27])[CH2:25][CH3:26])=[CH:21][N:22]=2)=[CH:12][CH:11]=1.Br[C:31]1[CH:36]=[CH:35][C:34]([F:37])=[CH:33][N:32]=1.[F-].[K+]. Product: [CH3:27][C:24]([CH3:28])([CH2:25][CH3:26])[CH2:23][C:20]1[N:19]([CH3:29])[C:18]([CH2:17][CH2:16][C:13]2[CH:14]=[CH:15][C:10]([C:31]3[CH:36]=[CH:35][C:34]([F:37])=[CH:33][N:32]=3)=[CH:11][CH:12]=2)=[N:22][CH:21]=1. The catalyst class is: 77. (2) Reactant: [F:1][C:2]1[CH:7]=[C:6]([N:8]2[C:12]([OH:13])=[CH:11][C:10]([C:14]([F:17])([F:16])[F:15])=[N:9]2)[CH:5]=[CH:4][C:3]=1[S:18]([NH2:21])(=[O:20])=[O:19].C(=O)([O-])[O-].[K+].[K+].[CH:28](I)([CH3:30])[CH3:29].[OH-].[Na+]. Product: [F:1][C:2]1[CH:7]=[C:6]([N:8]2[C:12]([O:13][CH:28]([CH3:30])[CH3:29])=[CH:11][C:10]([C:14]([F:16])([F:17])[F:15])=[N:9]2)[CH:5]=[CH:4][C:3]=1[S:18]([NH2:21])(=[O:19])=[O:20]. The catalyst class is: 9. (3) Reactant: [CH2:1]([C:5]1[CH:6]=[C:7]2[N:12]([C:13]=1[C:14]([C:16]1[CH:21]=[CH:20][C:19]([CH2:22][CH2:23][CH2:24][N:25]([CH2:30][CH2:31][CH2:32][CH3:33])[CH2:26][CH2:27][CH2:28][CH3:29])=[CH:18][CH:17]=1)=[O:15])[CH:11]=[CH:10][C:9]([C:34]([N:36]([CH2:39][C:40]1[N:44](CCC#N)[N:43]=[N:42][N:41]=1)[CH2:37][CH3:38])=[O:35])=[CH:8]2)[CH2:2][CH2:3][CH3:4].[OH-].[Na+].[ClH:51]. Product: [ClH:51].[CH2:1]([C:5]1[CH:6]=[C:7]2[N:12]([C:13]=1[C:14]([C:16]1[CH:17]=[CH:18][C:19]([CH2:22][CH2:23][CH2:24][N:25]([CH2:30][CH2:31][CH2:32][CH3:33])[CH2:26][CH2:27][CH2:28][CH3:29])=[CH:20][CH:21]=1)=[O:15])[CH:11]=[CH:10][C:9]([C:34]([N:36]([CH2:37][CH3:38])[CH2:39][C:40]1[NH:41][N:42]=[N:43][N:44]=1)=[O:35])=[CH:8]2)[CH2:2][CH2:3][CH3:4]. The catalyst class is: 1. (4) Reactant: Cl[C:2]1[N:6]([CH3:7])[N:5]=[CH:4][C:3]=1[N+:8]([O-:10])=[O:9].[F:11][C:12]([F:28])([F:27])[C@H:13]1[CH2:18][NH:17][CH2:16][C@@H:15]([NH:19][C:20](=[O:26])[O:21][C:22]([CH3:25])([CH3:24])[CH3:23])[CH2:14]1.CCN(C(C)C)C(C)C. Product: [CH3:7][N:6]1[C:2]([N:17]2[CH2:18][C@H:13]([C:12]([F:28])([F:27])[F:11])[CH2:14][C@H:15]([NH:19][C:20](=[O:26])[O:21][C:22]([CH3:24])([CH3:23])[CH3:25])[CH2:16]2)=[C:3]([N+:8]([O-:10])=[O:9])[CH:4]=[N:5]1. The catalyst class is: 51. (5) Reactant: [CH2:1]1[C:11]2=[C:12]3[C:7](=[CH:8][CH:9]=[CH:10]2)[CH2:6][CH2:5][CH2:4][N:3]3[C:2]1=O.O1CCCC1.[H-].C([Al+]CC(C)C)C(C)C.C1(C)C=CC=CC=1.Cl. Product: [CH:1]1[C:11]2=[C:12]3[C:7](=[CH:8][CH:9]=[CH:10]2)[CH2:6][CH2:5][CH2:4][N:3]3[CH:2]=1. The catalyst class is: 93. (6) Reactant: C([N:3]([CH2:6]C)CC)C.[N-]=[N+]=[N-].P([O-])(OC1C=CC=CC=1)(OC1C=CC=CC=1)=[O:12].[C:28]([OH:32])([CH3:31])([CH3:30])[CH3:29].[Br:33][C:34]1[N:45]=[C:37]2[CH:38]=[C:39](C([O-])=O)[CH:40]=[CH:41][N:36]2[N:35]=1. Product: [Br:33][C:34]1[N:45]=[C:37]2[CH:38]=[C:39]([NH:3][C:6](=[O:12])[O:32][C:28]([CH3:31])([CH3:30])[CH3:29])[CH:40]=[CH:41][N:36]2[N:35]=1. The catalyst class is: 13. (7) Reactant: Br[C:2]1[CH:3]=[C:4]2[N:10]([C:11]3[C:20]4[C:15](=[CH:16][C:17]([F:21])=[CH:18][CH:19]=4)[N:14]=[C:13]([C:22]4[CH:27]=[CH:26][CH:25]=[CH:24][N:23]=4)[C:12]=3[CH3:28])[CH2:9][C:8]([CH3:30])([CH3:29])[C:5]2=[N:6][CH:7]=1.[O:31]1[CH2:36][CH:35]=[C:34](B2OC(C)(C)C(C)(C)O2)[CH2:33][CH2:32]1.[O-]P([O-])([O-])=O.[K+].[K+].[K+].COC1C=CC=C(OC)C=1C1C=CC=CC=1P(C1CCCCC1)C1CCCCC1. Product: [O:31]1[CH2:32][CH:33]=[C:34]([C:2]2[CH:3]=[C:4]3[N:10]([C:11]4[C:20]5[C:15](=[CH:16][C:17]([F:21])=[CH:18][CH:19]=5)[N:14]=[C:13]([C:22]5[CH:27]=[CH:26][CH:25]=[CH:24][N:23]=5)[C:12]=4[CH3:28])[CH2:9][C:8]([CH3:30])([CH3:29])[C:5]3=[N:6][CH:7]=2)[CH2:35][CH2:36]1. The catalyst class is: 222. (8) Reactant: Cl[C:2]1[CH:7]=[C:6]([N+:8]([O-:10])=[O:9])[CH:5]=[CH:4][N:3]=1.[CH2:11]([N:13]1[CH2:18][CH2:17][NH:16][CH2:15][CH2:14]1)[CH3:12].C(N(CC)C(C)C)(C)C. Product: [CH2:11]([N:13]1[CH2:18][CH2:17][N:16]([C:2]2[CH:7]=[C:6]([N+:8]([O-:10])=[O:9])[CH:5]=[CH:4][N:3]=2)[CH2:15][CH2:14]1)[CH3:12]. The catalyst class is: 18.